Predict the product of the given reaction. From a dataset of Forward reaction prediction with 1.9M reactions from USPTO patents (1976-2016). The product is: [CH2:1]([O:8][C:9]1[CH:10]=[CH:11][C:12]2[O:16][C:15]([C:17]([C:22]3[CH:27]=[CH:26][C:25]([O:28][CH2:32][C:33](=[O:38])[C:34]([CH3:37])([CH3:36])[CH3:35])=[C:24]([CH3:29])[CH:23]=3)([CH2:20][CH3:21])[CH2:18][CH3:19])=[CH:14][C:13]=2[CH:30]=1)[C:2]1[CH:7]=[CH:6][CH:5]=[CH:4][CH:3]=1. Given the reactants [CH2:1]([O:8][C:9]1[CH:10]=[CH:11][C:12]2[O:16][C:15]([C:17]([C:22]3[CH:27]=[CH:26][C:25]([OH:28])=[C:24]([CH3:29])[CH:23]=3)([CH2:20][CH3:21])[CH2:18][CH3:19])=[CH:14][C:13]=2[CH:30]=1)[C:2]1[CH:7]=[CH:6][CH:5]=[CH:4][CH:3]=1.Br[CH2:32][C:33](=[O:38])[C:34]([CH3:37])([CH3:36])[CH3:35].C([O-])([O-])=O.[K+].[K+], predict the reaction product.